This data is from Catalyst prediction with 721,799 reactions and 888 catalyst types from USPTO. The task is: Predict which catalyst facilitates the given reaction. The catalyst class is: 83. Product: [CH3:19][N:20]([CH3:22])[CH:21]=[N:1][CH2:2][C:3]1[CH:4]=[CH:5][C:6]2[S:11][C:10]3[N:12]=[CH:13][CH:14]=[N:15][C:9]=3[NH:8][C:7]=2[CH:16]=1. Reactant: [NH2:1][CH2:2][C:3]1[CH:4]=[CH:5][C:6]2[S:11][C:10]3[N:12]=[CH:13][CH:14]=[N:15][C:9]=3[NH:8][C:7]=2[CH:16]=1.CO[CH:19](OC)[N:20]([CH3:22])[CH3:21].